This data is from Forward reaction prediction with 1.9M reactions from USPTO patents (1976-2016). The task is: Predict the product of the given reaction. (1) Given the reactants [CH3:1][C:2]1[O:6][C:5]([C:7]2[CH:12]=[CH:11][CH:10]=[CH:9][CH:8]=2)=[N:4][C:3]=1[C:13]#[C:14][CH3:15].[CH3:16][O:17][C:18](=[O:40])[CH:19]([C:34]1[CH:39]=[CH:38][CH:37]=[CH:36][CH:35]=1)[CH2:20][C:21]1[CH:26]=[CH:25][C:24](S(C(F)(F)F)(=O)=O)=[CH:23][CH:22]=1, predict the reaction product. The product is: [CH3:16][O:17][C:18](=[O:40])[CH:19]([C:34]1[CH:35]=[CH:36][CH:37]=[CH:38][CH:39]=1)[CH2:20][C:21]1[CH:26]=[CH:25][C:24]([C:15]#[C:14][CH2:13][C:3]2[N:4]=[C:5]([C:7]3[CH:8]=[CH:9][CH:10]=[CH:11][CH:12]=3)[O:6][C:2]=2[CH3:1])=[CH:23][CH:22]=1. (2) Given the reactants C(OC(=O)[NH:7][C:8]1[CH:13]=[CH:12][CH:11]=[CH:10][C:9]=1[NH:14][C:15](=[O:38])/[CH:16]=[CH:17]/[C:18]1[CH:22]=[CH:21][N:20]([S:23]([C:26]2[CH:31]=[CH:30][C:29]([C:32]3[CH:33]=[N:34][CH:35]=[CH:36][CH:37]=3)=[CH:28][CH:27]=2)(=[O:25])=[O:24])[CH:19]=1)(C)(C)C.Cl, predict the reaction product. The product is: [NH2:7][C:8]1[CH:13]=[CH:12][CH:11]=[CH:10][C:9]=1[NH:14][C:15](=[O:38])/[CH:16]=[CH:17]/[C:18]1[CH:22]=[CH:21][N:20]([S:23]([C:26]2[CH:31]=[CH:30][C:29]([C:32]3[CH:33]=[N:34][CH:35]=[CH:36][CH:37]=3)=[CH:28][CH:27]=2)(=[O:25])=[O:24])[CH:19]=1.